Dataset: Reaction yield outcomes from USPTO patents with 853,638 reactions. Task: Predict the reaction yield, written as a fraction of the theoretical maximum amount of product (1.0 means a 100% yield; for example, 0.34 means a 34% yield). (1) The reactants are [CH3:1][O:2][C:3]([NH:5][C@H:6]([C:11]([N:13]1[CH2:17][C@@H:16]([CH3:18])[CH2:15][C@H:14]1[C:19]1[NH:20][C:21]([C:24]2[CH:29]=[C:28]3[CH2:30][O:31][C:32]4[CH:59]=[C:58]5[C:35]([CH:36]=[CH:37][C:38]6[N:42]=[C:41]([C@@H:43]7[CH2:47][C@H:46]([CH2:48][O:49][CH3:50])[CH2:45][N:44]7C(OC(C)(C)C)=O)[NH:40][C:39]=65)=[CH:34][C:33]=4[C:27]3=[CH:26][CH:25]=2)=[CH:22][N:23]=1)=[O:12])[C@@H:7]([CH2:9][CH3:10])[CH3:8])=[O:4].[CH3:60][O:61][C@H:62]([CH3:72])[C@H:63]([NH:67][C:68]([O:70][CH3:71])=[O:69])[C:64]([OH:66])=O.CN(C(ON1N=NC2C=CC=NC1=2)=[N+](C)C)C.F[P-](F)(F)(F)(F)F.CN1CCOCC1. The catalyst is Cl.CCO.CN(C=O)C. The product is [CH3:71][O:70][C:68]([NH:67][C@H:63]([C:64]([N:44]1[CH2:45][C@@H:46]([CH2:48][O:49][CH3:50])[CH2:47][C@H:43]1[C:41]1[NH:40][C:39]2[C:58]3[C:35]([CH:36]=[CH:37][C:38]=2[N:42]=1)=[CH:34][C:33]1[C:27]2[C:28]([CH2:30][O:31][C:32]=1[CH:59]=3)=[CH:29][C:24]([C:21]1[NH:20][C:19]([C@@H:14]3[CH2:15][C@H:16]([CH3:18])[CH2:17][N:13]3[C:11](=[O:12])[C@@H:6]([NH:5][C:3](=[O:4])[O:2][CH3:1])[C@H:7]([CH3:8])[CH2:9][CH3:10])=[N:23][CH:22]=1)=[CH:25][CH:26]=2)=[O:66])[C@H:62]([CH3:72])[O:61][CH3:60])=[O:69]. The yield is 0.810. (2) The reactants are [CH3:1][O:2][C:3]1[CH:29]=[C:28]([O:30][CH3:31])[CH:27]=[CH:26][C:4]=1[CH2:5][N:6]1[CH2:10][C@@H:9]([C:11]2[CH:16]=[CH:15][CH:14]=[CH:13][C:12]=2Br)[C@H:8]([C:18]2[CH:23]=[C:22]([Cl:24])[CH:21]=[CH:20][C:19]=2[OH:25])[CH2:7]1.C(=O)([O-])[O-].[Cs+].[Cs+].CN(C)CC(O)=O.C1(C)C=CC=CC=1. The catalyst is O1CCOCC1.[Cu]I. The product is [Cl:24][C:22]1[CH:21]=[CH:20][C:19]2[O:25][C:16]3[CH:15]=[CH:14][CH:13]=[CH:12][C:11]=3[C@H:9]3[CH2:10][N:6]([CH2:5][C:4]4[CH:26]=[CH:27][C:28]([O:30][CH3:31])=[CH:29][C:3]=4[O:2][CH3:1])[CH2:7][C@@H:8]3[C:18]=2[CH:23]=1. The yield is 1.00. (3) The product is [CH3:13][N:5]1[C:6]2[CH:11]=[CH:10][CH:9]=[CH:8][C:7]=2[O:3][C:4]1=[O:12]. The catalyst is O1CCCC1. The yield is 0.820. The reactants are [H-].[Na+].[O:3]1[C:7]2[CH:8]=[CH:9][CH:10]=[CH:11][C:6]=2[NH:5][C:4]1=[O:12].[CH3:13]I.